Dataset: Catalyst prediction with 721,799 reactions and 888 catalyst types from USPTO. Task: Predict which catalyst facilitates the given reaction. (1) Reactant: F[C:2]1[CH:9]=[CH:8][CH:7]=[CH:6][C:3]=1[C:4]#[N:5].[CH3:10][NH2:11]. Product: [CH3:10][NH:11][C:2]1[CH:9]=[CH:8][CH:7]=[CH:6][C:3]=1[C:4]#[N:5]. The catalyst class is: 10. (2) Reactant: C(OC([N:8]=[C:9]1[N:13]([CH:14]([CH2:20][CH3:21])[C:15]([O:17][CH2:18][CH3:19])=[O:16])[C:12]2[CH:22]=[CH:23][CH:24]=[CH:25][C:11]=2[S:10]1)=O)(C)(C)C.Cl. Product: [NH:8]=[C:9]1[N:13]([CH:14]([CH2:20][CH3:21])[C:15]([O:17][CH2:18][CH3:19])=[O:16])[C:12]2[CH:22]=[CH:23][CH:24]=[CH:25][C:11]=2[S:10]1. The catalyst class is: 13. (3) Reactant: [Cl:1][C:2]1[CH:3]=[C:4]([CH:16]=[CH:17][C:18]=1[Cl:19])[O:5][CH:6]1[CH2:11][CH2:10][N:9]([CH2:12][CH2:13][CH2:14][NH2:15])[CH2:8][CH2:7]1.[CH3:20][S:21]([C:24]1[CH:25]=[C:26]([CH:30]=[CH:31][CH:32]=1)[C:27](O)=[O:28])(=[O:23])=[O:22].C(N(CC)CC)C.C1CN([P+](Br)(N2CCCC2)N2CCCC2)CC1.F[P-](F)(F)(F)(F)F. Product: [ClH:1].[Cl:1][C:2]1[CH:3]=[C:4]([CH:16]=[CH:17][C:18]=1[Cl:19])[O:5][CH:6]1[CH2:7][CH2:8][N:9]([CH2:12][CH2:13][CH2:14][NH:15][C:27](=[O:28])[C:26]2[CH:30]=[CH:31][CH:32]=[C:24]([S:21]([CH3:20])(=[O:23])=[O:22])[CH:25]=2)[CH2:10][CH2:11]1. The catalyst class is: 3. (4) Reactant: [CH3:1][NH:2][CH3:3].C1C=CC2N(O)N=NC=2C=1.CCN=C=NCCCN(C)C.Cl.[O:26]1[C:30]([C:31]2[CH:36]=[CH:35][C:34]([NH:37][N:38]=[CH:39][C:40]3[CH:48]=[CH:47][C:43]([C:44]([OH:46])=O)=[CH:42][CH:41]=3)=[CH:33][CH:32]=2)=[CH:29][N:28]=[CH:27]1. Product: [CH3:1][N:2]([CH3:3])[C:44](=[O:46])[C:43]1[CH:42]=[CH:41][C:40]([CH:39]=[N:38][NH:37][C:34]2[CH:33]=[CH:32][C:31]([C:30]3[O:26][CH:27]=[N:28][CH:29]=3)=[CH:36][CH:35]=2)=[CH:48][CH:47]=1. The catalyst class is: 229. (5) Reactant: [OH:1][C@H:2]1[C@H:6]([CH3:7])[CH2:5][N:4]([C:8]([O:10][CH2:11][C:12]2[CH:17]=[CH:16][CH:15]=[CH:14][CH:13]=2)=[O:9])[CH2:3]1.[S:18](Cl)([C:21]1[CH:27]=[CH:26][C:24]([CH3:25])=[CH:23][CH:22]=1)(=[O:20])=[O:19]. Product: [CH3:7][C@H:6]1[C@H:2]([O:1][S:18]([C:21]2[CH:27]=[CH:26][C:24]([CH3:25])=[CH:23][CH:22]=2)(=[O:20])=[O:19])[CH2:3][N:4]([C:8]([O:10][CH2:11][C:12]2[CH:17]=[CH:16][CH:15]=[CH:14][CH:13]=2)=[O:9])[CH2:5]1. The catalyst class is: 17. (6) Reactant: [F:1][CH:2]([F:37])[C:3]1[N:7]([C:8]2[N:13]=[C:12]([N:14]3[CH2:19][CH2:18][O:17][CH2:16][CH2:15]3)[N:11]=[C:10]([N:20]3[CH2:25][CH2:24][N:23]([S:26]([CH:29]=[CH2:30])(=[O:28])=[O:27])[CH2:22][CH2:21]3)[N:9]=2)[C:6]2[CH:31]=[CH:32][CH:33]=[C:34]([O:35][CH3:36])[C:5]=2[N:4]=1.[CH3:38][N:39]1[CH2:44][CH2:43][NH:42][CH2:41][CH2:40]1.O1CCOCC1. Product: [F:37][CH:2]([F:1])[C:3]1[N:7]([C:8]2[N:9]=[C:10]([N:20]3[CH2:21][CH2:22][N:23]([S:26]([CH2:29][CH2:30][N:42]4[CH2:43][CH2:44][N:39]([CH3:38])[CH2:40][CH2:41]4)(=[O:28])=[O:27])[CH2:24][CH2:25]3)[N:11]=[C:12]([N:14]3[CH2:15][CH2:16][O:17][CH2:18][CH2:19]3)[N:13]=2)[C:6]2[CH:31]=[CH:32][CH:33]=[C:34]([O:35][CH3:36])[C:5]=2[N:4]=1. The catalyst class is: 1. (7) Reactant: [C:1]([O:5][CH2:6][CH3:7])(=[O:4])[CH:2]=[CH2:3].Br[C:9]1[CH:14]=[CH:13][CH:12]=[C:11]([N+:15]([O-])=O)[C:10]=1[CH3:18].C(N(CC)CC)C.C1(C)C=CC=CC=1P(C1C=CC=CC=1C)C1C=CC=CC=1C.[Cl-].[NH4+]. Product: [NH2:15][C:11]1[C:10]([CH3:18])=[C:9]([CH2:3][CH2:2][C:1]([O:5][CH2:6][CH3:7])=[O:4])[CH:14]=[CH:13][CH:12]=1. The catalyst class is: 274. (8) Reactant: [Br:1][C:2]1[CH:3]=[C:4]([NH2:8])[CH:5]=[N:6][CH:7]=1.N1C=CC=CC=1.Cl[C:16]([O:18][CH2:19][CH3:20])=[O:17]. Product: [Br:1][C:2]1[CH:3]=[C:4]([NH:8][C:16](=[O:17])[O:18][CH2:19][CH3:20])[CH:5]=[N:6][CH:7]=1. The catalyst class is: 2. (9) Reactant: CN(C)/C=[CH:4]/[C:5]1[CH:10]=[CH:9][C:8]([C:11]([O:13][CH3:14])=[O:12])=[CH:7][C:6]=1[N+:15]([O-:17])=[O:16].I([O-])(=O)(=O)=[O:20].[Na+]. Product: [CH3:14][O:13][C:11]([C:8]1[CH:9]=[CH:10][C:5]([CH:4]=[O:20])=[C:6]([N+:15]([O-:17])=[O:16])[CH:7]=1)=[O:12]. The catalyst class is: 132. (10) Reactant: [CH2:1]([CH:8]1[CH2:13][CH2:12][N:11]([CH2:14][CH2:15][CH2:16][N:17]([CH2:28][C:29]2[CH:34]=[CH:33][CH:32]=[CH:31][C:30]=2[O:35]C(C)(C)C)[CH2:18][CH2:19][NH:20]C(=O)OC(C)(C)C)[CH2:10][CH2:9]1)[C:2]1[CH:7]=[CH:6][CH:5]=[CH:4][CH:3]=1.N. Product: [NH2:20][CH2:19][CH2:18][N:17]([CH2:28][C:29]1[CH:34]=[CH:33][CH:32]=[CH:31][C:30]=1[OH:35])[CH2:16][CH2:15][CH2:14][N:11]1[CH2:10][CH2:9][CH:8]([CH2:1][C:2]2[CH:7]=[CH:6][CH:5]=[CH:4][CH:3]=2)[CH2:13][CH2:12]1. The catalyst class is: 5.